Binary Classification. Given a T-cell receptor sequence (or CDR3 region) and an epitope sequence, predict whether binding occurs between them. From a dataset of TCR-epitope binding with 47,182 pairs between 192 epitopes and 23,139 TCRs. (1) The epitope is RQLLFVVEV. The TCR CDR3 sequence is CASSQNNEQFF. Result: 1 (the TCR binds to the epitope). (2) The epitope is KRWIIMGLNK. The TCR CDR3 sequence is CATSDPDGYEQYF. Result: 0 (the TCR does not bind to the epitope). (3) The epitope is ILHCANFNV. The TCR CDR3 sequence is CASSFLAGVETQYF. Result: 1 (the TCR binds to the epitope). (4) The epitope is DPFRLLQNSQVFS. The TCR CDR3 sequence is CASSKNRQGSSYNSPLHF. Result: 0 (the TCR does not bind to the epitope). (5) The epitope is FIAGLIAIV. The TCR CDR3 sequence is CASSPRGGAIYNEQFF. Result: 0 (the TCR does not bind to the epitope). (6) The epitope is IQYIDIGNY. The TCR CDR3 sequence is CASLGTEWDTIYF. Result: 0 (the TCR does not bind to the epitope).